From a dataset of Forward reaction prediction with 1.9M reactions from USPTO patents (1976-2016). Predict the product of the given reaction. (1) Given the reactants [C:1]1([S:7]([N:10]2[CH2:14][CH:13]([C:15]3[CH:20]=[CH:19][CH:18]=[C:17](Br)[CH:16]=3)[N:12]([C:22]3[CH:27]=[CH:26][CH:25]=[CH:24][CH:23]=3)[C:11]2=[O:28])(=[O:9])=[O:8])[CH:6]=[CH:5][CH:4]=[CH:3][CH:2]=1.[CH3:29][S:30]([C:33]1[CH:34]=[C:35](B(O)O)[CH:36]=[CH:37][CH:38]=1)(=[O:32])=[O:31].C(=O)([O-])[O-].[Na+].[Na+], predict the reaction product. The product is: [C:1]1([S:7]([N:10]2[CH2:14][CH:13]([C:15]3[CH:16]=[C:17]([C:37]4[CH:36]=[CH:35][CH:34]=[C:33]([S:30]([CH3:29])(=[O:32])=[O:31])[CH:38]=4)[CH:18]=[CH:19][CH:20]=3)[N:12]([C:22]3[CH:27]=[CH:26][CH:25]=[CH:24][CH:23]=3)[C:11]2=[O:28])(=[O:9])=[O:8])[CH:6]=[CH:5][CH:4]=[CH:3][CH:2]=1. (2) Given the reactants [F:1][C:2]1[CH:7]=[CH:6][C:5]([C:8]2[S:12][C:11]([CH3:13])=[N:10][C:9]=2[C:14]([N:16]2[CH2:21][CH2:20][CH2:19][CH2:18][CH:17]2[CH2:22][C:23](O)=O)=[O:15])=[CH:4][CH:3]=1.[CH3:26][O:27][C:28]1[CH:29]=[C:30]([NH2:35])[C:31]([NH2:34])=[CH:32][CH:33]=1, predict the reaction product. The product is: [CH3:26][O:27][C:28]1[CH:33]=[CH:32][C:31]2[NH:34][C:23]([CH2:22][CH:17]3[CH2:18][CH2:19][CH2:20][CH2:21][N:16]3[C:14]([C:9]3[N:10]=[C:11]([CH3:13])[S:12][C:8]=3[C:5]3[CH:4]=[CH:3][C:2]([F:1])=[CH:7][CH:6]=3)=[O:15])=[N:35][C:30]=2[CH:29]=1. (3) Given the reactants [CH3:1][O:2][C:3]1[CH:8]=[CH:7][CH:6]=[CH:5][C:4]=1[CH:9](C1C2C=CC=C(N)C=2C=CC=1)[C:10]1([C:13]([F:16])([F:15])[F:14])[CH2:12][O:11]1.[Cl-].[NH4+:29].[CH2:30]1[CH2:34]O[CH2:32][CH2:31]1, predict the reaction product. The product is: [CH3:1][O:2][C:3]1[CH:8]=[CH:7][CH:6]=[CH:5][C:4]=1[CH:9]([C:30]1[CH:34]=[CH:6][C:5]2[C:32](=[CH:7][CH:8]=[CH:3][CH:4]=2)[C:31]=1[NH2:29])[C:10]1([C:13]([F:16])([F:14])[F:15])[CH2:12][O:11]1. (4) The product is: [Cl:15][C:13]1[CH:12]=[CH:11][C:10]([O:16][CH3:17])=[C:9]([C:4]2[N:3]=[C:2]([NH:25][C:22]3[CH:23]=[CH:24][C:19]([CH3:18])=[CH:20][CH:21]=3)[CH:7]=[C:6]([NH2:8])[CH:5]=2)[CH:14]=1. Given the reactants Cl[C:2]1[CH:7]=[C:6]([NH2:8])[CH:5]=[C:4]([C:9]2[CH:14]=[C:13]([Cl:15])[CH:12]=[CH:11][C:10]=2[O:16][CH3:17])[N:3]=1.[CH3:18][C:19]1[CH:20]=[CH:21][C:22]([NH2:25])=[CH:23][CH:24]=1, predict the reaction product.